Dataset: Full USPTO retrosynthesis dataset with 1.9M reactions from patents (1976-2016). Task: Predict the reactants needed to synthesize the given product. (1) The reactants are: [C:1]([O:5][C:6]([C:8]1[CH:13]=[CH:12][CH:11]=[CH:10][C:9]=1[C:14]1[CH:19]=[CH:18][C:17]([CH2:20][N:21]2[C:29]3[C:24](=[CH:25][C:26]([C:30](O)=[O:31])=[CH:27][CH:28]=3)[CH:23]=[CH:22]2)=[CH:16][CH:15]=1)=[O:7])([CH3:4])([CH3:3])[CH3:2].[C:33]1([CH:39]([NH2:42])[CH2:40][CH3:41])[CH:38]=[CH:37][CH:36]=[CH:35][CH:34]=1. Given the product [C:33]1([CH:39]([NH:42][C:30]([C:26]2[CH:27]=[C:28]3[C:29](=[CH:24][CH:25]=2)[N:21]([CH2:20][C:17]2[CH:16]=[CH:15][C:14]([C:9]4[C:8]([C:6]([O:5][C:1]([CH3:2])([CH3:3])[CH3:4])=[O:7])=[CH:13][CH:12]=[CH:11][CH:10]=4)=[CH:19][CH:18]=2)[CH:22]=[CH:23]3)=[O:31])[CH2:40][CH3:41])[CH:38]=[CH:37][CH:36]=[CH:35][CH:34]=1, predict the reactants needed to synthesize it. (2) Given the product [CH3:20][O:21][C:22]1[CH:23]=[C:24]([C:30]2[O:31][C:32]3[CH:40]=[CH:39][C:38]([CH2:41][C:42]([N:17]4[CH2:18][CH2:19][N:14]([C:8]5[CH:13]=[CH:12][CH:11]=[CH:10][CH:9]=5)[CH2:15][CH2:16]4)=[O:43])=[CH:37][C:33]=3[C:34]=2[S:35][CH3:36])[CH:25]=[CH:26][C:27]=1[O:28][CH3:29], predict the reactants needed to synthesize it. The reactants are: C(N(CC)CC)C.[C:8]1([N:14]2[CH2:19][CH2:18][NH:17][CH2:16][CH2:15]2)[CH:13]=[CH:12][CH:11]=[CH:10][CH:9]=1.[CH3:20][O:21][C:22]1[CH:23]=[C:24]([C:30]2[O:31][C:32]3[CH:40]=[CH:39][C:38]([CH2:41][C:42](O)=[O:43])=[CH:37][C:33]=3[C:34]=2[S:35][CH3:36])[CH:25]=[CH:26][C:27]=1[O:28][CH3:29].